This data is from Full USPTO retrosynthesis dataset with 1.9M reactions from patents (1976-2016). The task is: Predict the reactants needed to synthesize the given product. Given the product [CH3:12][C:13]1[N:17]([C:2]2[CH:3]=[C:4]([CH:9]=[CH:10][N:11]=2)[C:5]([OH:7])=[O:6])[C:16]2[CH:18]=[CH:19][CH:20]=[CH:21][C:15]=2[N:14]=1, predict the reactants needed to synthesize it. The reactants are: Br[C:2]1[CH:3]=[C:4]([CH:9]=[CH:10][N:11]=1)[C:5]([O:7]C)=[O:6].[CH3:12][C:13]1[NH:17][C:16]2[CH:18]=[CH:19][CH:20]=[CH:21][C:15]=2[N:14]=1.